Dataset: Forward reaction prediction with 1.9M reactions from USPTO patents (1976-2016). Task: Predict the product of the given reaction. (1) The product is: [CH2:11]([O:14][C:15]1[C:22]([O:23][CH3:24])=[CH:21][C:18]([CH:19]2[C:6]3[CH:7]=[C:8]4[O:9][CH2:1][O:2][C:3]4=[CH:4][C:5]=3[O:10][C:26]([NH2:30])=[C:27]2[C:28]#[N:29])=[CH:17][C:16]=1[Br:25])[CH:12]=[CH2:13]. Given the reactants [CH2:1]1[O:9][C:8]2[CH:7]=[CH:6][C:5]([OH:10])=[CH:4][C:3]=2[O:2]1.[CH2:11]([O:14][C:15]1[C:22]([O:23][CH3:24])=[CH:21][C:18]([CH:19]=O)=[CH:17][C:16]=1[Br:25])[CH:12]=[CH2:13].[C:26](#[N:30])[CH2:27][C:28]#[N:29].N1CCCCC1, predict the reaction product. (2) The product is: [OH:37][CH2:36][CH2:35][NH:34][C:4]([C:6]1[S:7][CH:8]=[C:9]([C:11]2[CH:16]=[CH:15][CH:14]=[C:13]([C:17]3[CH2:18][C:19](=[O:33])[NH:20][C:21]4[CH:27]=[C:26]([N:28]5[CH:29]=[CH:30][CH:31]=[CH:32]5)[CH:25]=[CH:24][C:22]=4[N:23]=3)[CH:12]=2)[N:10]=1)=[O:5]. Given the reactants C(O[C:4]([C:6]1[S:7][CH:8]=[C:9]([C:11]2[CH:16]=[CH:15][CH:14]=[C:13]([C:17]3[CH2:18][C:19](=[O:33])[NH:20][C:21]4[CH:27]=[C:26]([N:28]5[CH:32]=[CH:31][CH:30]=[CH:29]5)[CH:25]=[CH:24][C:22]=4[N:23]=3)[CH:12]=2)[N:10]=1)=[O:5])C.[NH2:34][CH2:35][CH2:36][OH:37], predict the reaction product. (3) Given the reactants [CH3:1][O:2][CH2:3][CH2:4][NH:5][C:6]([C:8]1[C:17]([O:18][CH2:19][C:20]2[CH:25]=[CH:24][CH:23]=[CH:22][CH:21]=2)=[C:16]2[C:11]([CH:12]=[C:13]([CH2:26][C:27]3[CH:32]=[CH:31][C:30]([F:33])=[CH:29][CH:28]=3)[CH:14]=[N:15]2)=[C:10](I)[N:9]=1)=[O:7].[CH3:35][O:36][CH2:37]/[CH:38]=[CH:39]/B1OC(C)(C)C(C)(C)O1.C(=O)([O-])[O-].[K+].[K+].C(O)(=O)CC(CC(O)=O)(C(O)=O)O, predict the reaction product. The product is: [CH3:1][O:2][CH2:3][CH2:4][NH:5][C:6]([C:8]1[C:17]([O:18][CH2:19][C:20]2[CH:25]=[CH:24][CH:23]=[CH:22][CH:21]=2)=[C:16]2[C:11]([CH:12]=[C:13]([CH2:26][C:27]3[CH:32]=[CH:31][C:30]([F:33])=[CH:29][CH:28]=3)[CH:14]=[N:15]2)=[C:10]([CH:39]=[CH:38][CH2:37][O:36][CH3:35])[N:9]=1)=[O:7]. (4) Given the reactants Cl[CH2:2][C:3]([N:5]1[CH2:10][CH2:9][O:8][C:7]2[CH:11]=[C:12]([N+:15]([O-:17])=[O:16])[CH:13]=[CH:14][C:6]1=2)=[O:4].C([O-])([O-])=O.[K+].[K+].Cl.[CH2:25]([NH2:27])[CH3:26], predict the reaction product. The product is: [CH2:25]([NH:27][CH2:2][C:3]([N:5]1[CH2:10][CH2:9][O:8][C:7]2[CH:11]=[C:12]([N+:15]([O-:17])=[O:16])[CH:13]=[CH:14][C:6]1=2)=[O:4])[CH3:26]. (5) Given the reactants [OH:1][N:2]=[CH:3][C:4]1[C:12]2[C:7](=[CH:8][CH:9]=[C:10]([O:13][CH2:14][C:15]([O:17][CH2:18][CH3:19])=[O:16])[CH:11]=2)[NH:6][CH:5]=1.C(=O)([O-])[O-].[Cs+].[Cs+].[F:26][C:27]([F:37])([F:36])[C:28]1[CH:35]=[CH:34][C:31]([CH2:32]Br)=[CH:30][CH:29]=1, predict the reaction product. The product is: [F:26][C:27]([F:37])([F:36])[C:28]1[CH:35]=[CH:34][C:31]([CH2:32][N:6]2[C:7]3[C:12](=[CH:11][C:10]([O:13][CH2:14][C:15]([O:17][CH2:18][CH3:19])=[O:16])=[CH:9][CH:8]=3)[C:4]([CH:3]=[N:2][O:1][CH2:32][C:31]3[CH:30]=[CH:29][C:28]([C:27]([F:26])([F:36])[F:37])=[CH:35][CH:34]=3)=[CH:5]2)=[CH:30][CH:29]=1. (6) Given the reactants [CH2:1]1[C@H:5]2[CH2:6][CH2:7][CH2:8][C@H:4]2[CH2:3][NH:2]1.C(=O)([O-])[O-].[Na+].[Na+].[Cl:15][CH2:16][C:17](Cl)=[O:18].O, predict the reaction product. The product is: [Cl:15][CH2:16][C:17]([N:2]1[CH2:3][C@@H:4]2[CH2:8][CH2:7][CH2:6][C@@H:5]2[CH2:1]1)=[O:18].